From a dataset of Full USPTO retrosynthesis dataset with 1.9M reactions from patents (1976-2016). Predict the reactants needed to synthesize the given product. (1) The reactants are: [C:1]([C:4]1[N:9]=[C:8]([CH3:10])[N:7]=[C:6]([C:11]([NH:13][CH2:14][C:15]2[CH:20]=[CH:19][C:18]([F:21])=[C:17]([O:22][CH3:23])[CH:16]=2)=[O:12])[CH:5]=1)(=[O:3])[CH3:2].[CH:24](=O)[C:25]1[CH:30]=[CH:29][CH:28]=[N:27][CH:26]=1.[Cl-].[Al+3].[Cl-].[Cl-].O. Given the product [F:21][C:18]1[CH:19]=[CH:20][C:15]([CH2:14][NH:13][C:11]([C:6]2[CH:5]=[C:4]([C:1](=[O:3])[CH:2]=[CH:24][C:25]3[CH:26]=[N:27][CH:28]=[CH:29][CH:30]=3)[N:9]=[C:8]([CH3:10])[N:7]=2)=[O:12])=[CH:16][C:17]=1[O:22][CH3:23], predict the reactants needed to synthesize it. (2) Given the product [CH2:70]([O:72][CH:73]([O:82][CH:90]([O:46][CH2:26][CH3:27])[CH3:91])[CH3:74])[CH3:71], predict the reactants needed to synthesize it. The reactants are: C1(S(C(C2C(C)(C)CCCC=2C)C(O)C(C)=CCCC(C)=CC(S(C2C=CC=CC=2)(=O)=O)CC=C(C)CCC=C(C)[CH:26]([OH:46])[CH:27](S(C2C=CC=CC=2)(=O)=O)C2C(C)(C)CCCC=2C)(=O)=O)C=CC=CC=1.[CH:70]([O:72][CH2:73][CH3:74])=[CH2:71].C1(C)C=CC(S([O-])(=O)=[O:82])=CC=1.[NH+]1[CH:91]=[CH:90]C=CC=1.